From a dataset of Forward reaction prediction with 1.9M reactions from USPTO patents (1976-2016). Predict the product of the given reaction. Given the reactants [CH2:1]([C:3]([C:21]1[CH:26]=[CH:25][C:24]([OH:27])=[C:23]([CH3:28])[CH:22]=1)([C:6]1[CH:11]=[CH:10][C:9]([CH2:12][CH2:13][CH:14]([OH:19])[C:15]([CH3:18])([CH3:17])[CH3:16])=[C:8]([CH3:20])[CH:7]=1)[CH2:4][CH3:5])[CH3:2].C([O-])([O-])=O.[Cs+].[Cs+].[C:35]([O:39][C:40]([N:42]1[C@H:46]([CH2:47]OS(C2C=CC(C)=CC=2)(=O)=O)[CH2:45][O:44][C:43]1([CH3:60])[CH3:59])=[O:41])([CH3:38])([CH3:37])[CH3:36].[NH4+].[Cl-], predict the reaction product. The product is: [C:35]([O:39][C:40]([N:42]1[C@H:46]([CH2:47][O:27][C:24]2[CH:25]=[CH:26][C:21]([C:3]([CH2:4][CH3:5])([C:6]3[CH:11]=[CH:10][C:9]([CH2:12][CH2:13][CH:14]([OH:19])[C:15]([CH3:17])([CH3:18])[CH3:16])=[C:8]([CH3:20])[CH:7]=3)[CH2:1][CH3:2])=[CH:22][C:23]=2[CH3:28])[CH2:45][O:44][C:43]1([CH3:59])[CH3:60])=[O:41])([CH3:38])([CH3:36])[CH3:37].